The task is: Regression/Classification. Given a drug SMILES string, predict its absorption, distribution, metabolism, or excretion properties. Task type varies by dataset: regression for continuous measurements (e.g., permeability, clearance, half-life) or binary classification for categorical outcomes (e.g., BBB penetration, CYP inhibition). For this dataset (caco2_wang), we predict Y.. This data is from Caco-2 cell permeability data measuring drug intestinal absorption for ~900 compounds. The drug is CCCCCOc1cccc(NC(=O)OCCN2CCCC2)c1. The Y is -4.77 log Papp (cm/s).